This data is from Experimentally validated miRNA-target interactions with 360,000+ pairs, plus equal number of negative samples. The task is: Binary Classification. Given a miRNA mature sequence and a target amino acid sequence, predict their likelihood of interaction. The miRNA is hsa-miR-5003-5p with sequence UCACAACAACCUUGCAGGGUAGA. Result: 0 (no interaction). The protein sequence of the target gene is MSTVDLARVGACILKHAVTGEAVELRSLWREHACVVAGLRRFGCVVCRWIAQDLSSLAGLLDQHGVRLVGVGPEALGLQEFLDGDYFAGELYLDESKQLYKELGFKRYNSLSILPAALGKPVRDVAAKAKAVGIQGNLSGDLLQSGGLLVVSKGGDKVLLHFVQKSPGDYVPKEHILQVLGISAEVCASDPPQCDREV.